The task is: Predict the reactants needed to synthesize the given product.. This data is from Full USPTO retrosynthesis dataset with 1.9M reactions from patents (1976-2016). Given the product [C:12]1([S:18][C:19]2[N:20]=[CH:21][N:22]3[CH:26]=[C:25]([Sn:31]([CH2:32][CH2:33][CH2:34][CH3:35])([CH2:36][CH2:37][CH2:38][CH3:39])[CH2:27][CH2:28][CH2:29][CH3:30])[S:24][C:23]=23)[CH:13]=[CH:14][CH:15]=[CH:16][CH:17]=1, predict the reactants needed to synthesize it. The reactants are: C([Li])CCC.CCCCCC.[C:12]1([S:18][C:19]2[N:20]=[CH:21][N:22]3[CH:26]=[CH:25][S:24][C:23]=23)[CH:17]=[CH:16][CH:15]=[CH:14][CH:13]=1.[CH2:27]([Sn:31](Cl)([CH2:36][CH2:37][CH2:38][CH3:39])[CH2:32][CH2:33][CH2:34][CH3:35])[CH2:28][CH2:29][CH3:30].C[Si]([N-][Si](C)(C)C)(C)C.[Li+].C1COCC1.[Cl-].[NH4+].